From a dataset of Forward reaction prediction with 1.9M reactions from USPTO patents (1976-2016). Predict the product of the given reaction. (1) Given the reactants [Cl:1][CH2:2][CH2:3][CH2:4][CH2:5][NH:6][C:7]1[C:16]2[C:11](=[CH:12][CH:13]=[CH:14][CH:15]=2)[N:10]=[CH:9][C:8]=1[NH2:17].[C:18](OC)(OC)(OC)[CH2:19][CH2:20][CH2:21][CH3:22], predict the reaction product. The product is: [CH2:19]([C:18]1[N:6]([CH2:5][CH2:4][CH2:3][CH2:2][Cl:1])[C:7]2[C:16]3[CH:15]=[CH:14][CH:13]=[CH:12][C:11]=3[N:10]=[CH:9][C:8]=2[N:17]=1)[CH2:20][CH2:21][CH3:22]. (2) Given the reactants [CH2:1]([CH:4]([C:6]1[C:15]2[C:10](=[CH:11][CH:12]=[CH:13][CH:14]=2)[CH:9]=[CH:8][CH:7]=1)[OH:5])[CH:2]=[CH2:3].[Cr](Cl)([O-])(=O)=O.[NH+]1C=CC=CC=1, predict the reaction product. The product is: [CH2:1]([C:4]([C:6]1[C:15]2[C:10](=[CH:11][CH:12]=[CH:13][CH:14]=2)[CH:9]=[CH:8][CH:7]=1)=[O:5])[CH:2]=[CH2:3].